Dataset: Forward reaction prediction with 1.9M reactions from USPTO patents (1976-2016). Task: Predict the product of the given reaction. (1) Given the reactants [C:1]([CH:3]1[CH2:8][CH2:7][N:6]([C:9](=[O:44])[C@H:10]([NH:14][C:15]([C:17]2[C:25]3[C:20](=[N:21][CH:22]=[C:23]([C:26]4[N:27]=[N:28][N:29]([CH:31]5[CH2:35][CH2:34][CH2:33][CH2:32]5)[CH:30]=4)[N:24]=3)[N:19](COCC[Si](C)(C)C)[CH:18]=2)=[O:16])[CH:11]2[CH2:13][CH2:12]2)[CH2:5][CH2:4]1)#[N:2].C(O)(C(F)(F)F)=O, predict the reaction product. The product is: [C:1]([CH:3]1[CH2:8][CH2:7][N:6]([C:9](=[O:44])[C@H:10]([NH:14][C:15]([C:17]2[C:25]3[C:20](=[N:21][CH:22]=[C:23]([C:26]4[N:27]=[N:28][N:29]([CH:31]5[CH2:35][CH2:34][CH2:33][CH2:32]5)[CH:30]=4)[N:24]=3)[NH:19][CH:18]=2)=[O:16])[CH:11]2[CH2:12][CH2:13]2)[CH2:5][CH2:4]1)#[N:2]. (2) Given the reactants [N+:1]([C:4]1[O:8][C:7]([C:9](Cl)=[O:10])=[CH:6][CH:5]=1)([O-:3])=[O:2].[CH:12]1([N:18]2[CH2:23][CH2:22][NH:21][CH2:20][CH2:19]2)[CH2:17][CH2:16][CH2:15][CH2:14][CH2:13]1, predict the reaction product. The product is: [CH:12]1([N:18]2[CH2:23][CH2:22][N:21]([C:9]([C:7]3[O:8][C:4]([N+:1]([O-:3])=[O:2])=[CH:5][CH:6]=3)=[O:10])[CH2:20][CH2:19]2)[CH2:17][CH2:16][CH2:15][CH2:14][CH2:13]1.